This data is from Catalyst prediction with 721,799 reactions and 888 catalyst types from USPTO. The task is: Predict which catalyst facilitates the given reaction. Reactant: Cl.[CH3:2][P:3]([CH2:6][CH2:7][NH2:8])([CH3:5])=[O:4].Br[CH2:10][C:11]1[CH:39]=[CH:38][C:14]([C:15]([NH:17][C:18]2[CH:19]=[C:20]([C:32]3[CH:37]=[CH:36][CH:35]=[CH:34][CH:33]=3)[CH:21]=[CH:22][C:23]=2[NH:24][C:25](=[O:31])[O:26][C:27]([CH3:30])([CH3:29])[CH3:28])=[O:16])=[CH:13][CH:12]=1.CCN(C(C)C)C(C)C.O. Product: [C:27]([O:26][C:25](=[O:31])[NH:24][C:23]1[CH:22]=[CH:21][C:20]([C:32]2[CH:37]=[CH:36][CH:35]=[CH:34][CH:33]=2)=[CH:19][C:18]=1[NH:17][C:15](=[O:16])[C:14]1[CH:38]=[CH:39][C:11]([CH2:10][NH:8][CH2:7][CH2:6][P:3]([CH3:5])([CH3:2])=[O:4])=[CH:12][CH:13]=1)([CH3:30])([CH3:28])[CH3:29]. The catalyst class is: 634.